Dataset: Forward reaction prediction with 1.9M reactions from USPTO patents (1976-2016). Task: Predict the product of the given reaction. (1) Given the reactants [CH3:1][O:2][C:3]1[CH:4]=[CH:5][C:6]([C:16](=[O:19])[CH2:17][CH3:18])=[C:7]2[C:12]=1[N:11]=[C:10]([CH:13]([CH3:15])[CH3:14])[CH:9]=[CH:8]2.[H-].[Na+].[Cl-].[NH4+].[C:24](=[O:29])([O:27][CH3:28])OC, predict the reaction product. The product is: [CH3:1][O:2][C:3]1[CH:4]=[CH:5][C:6]([C:16](=[O:19])[CH:17]([CH3:18])[C:24]([O:27][CH3:28])=[O:29])=[C:7]2[C:12]=1[N:11]=[C:10]([CH:13]([CH3:14])[CH3:15])[CH:9]=[CH:8]2. (2) Given the reactants Cl.C(N=C=NCCCN(C)C)C.[O:13]1[CH:17]=[CH:16][C:15]([C:18]2[CH:19]=[C:20]([CH:26]=[CH:27][CH:28]=2)[O:21][CH2:22][C:23]([OH:25])=O)=[CH:14]1.[NH2:29][C:30]1[CH:39]=[CH:38][C:37]([Br:40])=[CH:36][C:31]=1[C:32]([O:34][CH3:35])=[O:33].ON1C2C=CC=CC=2N=N1.CN1C=CN=C1, predict the reaction product. The product is: [Br:40][C:37]1[CH:38]=[CH:39][C:30]([NH:29][C:23](=[O:25])[CH2:22][O:21][C:20]2[CH:26]=[CH:27][CH:28]=[C:18]([C:15]3[CH:16]=[CH:17][O:13][CH:14]=3)[CH:19]=2)=[C:31]([CH:36]=1)[C:32]([O:34][CH3:35])=[O:33]. (3) Given the reactants C(OC(=O)[NH:7][CH2:8][C:9]1[CH:14]=[CH:13][CH:12]=[C:11]([N:15]2[C:19]([C:20](=[O:34])[NH:21][C:22]3[CH:27]=[CH:26][C:25]([N:28]4[CH2:32][CH2:31][CH2:30][C:29]4=[NH:33])=[CH:24][CH:23]=3)=[CH:18][C:17]([C:35]([F:38])([F:37])[F:36])=[N:16]2)[CH:10]=1)(C)(C)C.Cl, predict the reaction product. The product is: [NH:33]=[C:29]1[CH2:30][CH2:31][CH2:32][N:28]1[C:25]1[CH:26]=[CH:27][C:22]([NH:21][C:20]([C:19]2[N:15]([C:11]3[CH:12]=[CH:13][CH:14]=[C:9]([CH2:8][NH2:7])[CH:10]=3)[N:16]=[C:17]([C:35]([F:38])([F:37])[F:36])[CH:18]=2)=[O:34])=[CH:23][CH:24]=1. (4) Given the reactants [C:1]([C:3]1[CH:8]=[CH:7][C:6]([OH:9])=[CH:5][CH:4]=1)#[N:2].[CH2:10]([CH:12]1[O:14][CH2:13]1)Cl, predict the reaction product. The product is: [O:14]1[CH2:13][CH:12]1[CH2:10][O:9][C:6]1[CH:7]=[CH:8][C:3]([C:1]#[N:2])=[CH:4][CH:5]=1. (5) Given the reactants Br[C:2]1[CH:28]=[CH:27][C:5]2[N:6]=[C:7]([NH:15][C:16]3[C:21]([Cl:22])=[CH:20][C:19]([CH:23]([OH:25])[CH3:24])=[CH:18][C:17]=3[Cl:26])[C:8]3[CH:9]=[CH:10][NH:11][C:12](=[O:14])[C:13]=3[C:4]=2[CH:3]=1.[CH3:29][C@@H:30]([OH:33])[C:31]#[CH:32], predict the reaction product. The product is: [Cl:26][C:17]1[CH:18]=[C:19]([C@H:23]([OH:25])[CH3:24])[CH:20]=[C:21]([Cl:22])[C:16]=1[NH:15][C:7]1[C:8]2[CH:9]=[CH:10][NH:11][C:12](=[O:14])[C:13]=2[C:4]2[CH:3]=[C:2]([C:32]#[C:31][C@H:30]([OH:33])[CH3:29])[CH:28]=[CH:27][C:5]=2[N:6]=1. (6) The product is: [NH2:25][C:26]1[C:35]2[C:30](=[C:31]([C:14]3[CH:13]=[CH:12][C:11]4[N:7]([CH:1]5[CH2:2][CH2:3][CH2:4][CH2:5][CH2:6]5)[CH:8]=[N:9][C:10]=4[CH:15]=3)[CH:32]=[CH:33][CH:34]=2)[N:29]=[N:28][C:27]=1[C:37]([NH2:39])=[O:38]. Given the reactants [CH:1]1([N:7]2[C:11]3[CH:12]=[CH:13][C:14](B4OC(C)(C)C(C)(C)O4)=[CH:15][C:10]=3[N:9]=[CH:8]2)[CH2:6][CH2:5][CH2:4][CH2:3][CH2:2]1.[NH2:25][C:26]1[C:35]2[C:30](=[C:31](Br)[CH:32]=[CH:33][CH:34]=2)[N:29]=[N:28][C:27]=1[C:37]([NH2:39])=[O:38], predict the reaction product. (7) Given the reactants Cl.[CH3:2][NH:3][CH2:4][C:5]([C:7]1[CH:12]=[CH:11][CH:10]=[CH:9][CH:8]=1)=[O:6].[CH:13]1([C:19]2([C:23](Cl)=[O:24])[CH2:22][CH2:21][CH2:20]2)[CH2:18][CH2:17][CH2:16][CH2:15][CH2:14]1.C(N(CC)CC)C, predict the reaction product. The product is: [CH:13]1([C:19]2([C:23]([N:3]([CH3:2])[CH2:4][C:5](=[O:6])[C:7]3[CH:8]=[CH:9][CH:10]=[CH:11][CH:12]=3)=[O:24])[CH2:22][CH2:21][CH2:20]2)[CH2:18][CH2:17][CH2:16][CH2:15][CH2:14]1.